Dataset: NCI-60 drug combinations with 297,098 pairs across 59 cell lines. Task: Regression. Given two drug SMILES strings and cell line genomic features, predict the synergy score measuring deviation from expected non-interaction effect. (1) Drug 1: CC1=CC2C(CCC3(C2CCC3(C(=O)C)OC(=O)C)C)C4(C1=CC(=O)CC4)C. Drug 2: CCC(=C(C1=CC=CC=C1)C2=CC=C(C=C2)OCCN(C)C)C3=CC=CC=C3.C(C(=O)O)C(CC(=O)O)(C(=O)O)O. Cell line: EKVX. Synergy scores: CSS=4.06, Synergy_ZIP=-3.04, Synergy_Bliss=-2.87, Synergy_Loewe=-1.91, Synergy_HSA=-1.40. (2) Drug 1: C1=NC2=C(N=C(N=C2N1C3C(C(C(O3)CO)O)O)F)N. Drug 2: COC1=NC(=NC2=C1N=CN2C3C(C(C(O3)CO)O)O)N. Cell line: U251. Synergy scores: CSS=0.594, Synergy_ZIP=3.72, Synergy_Bliss=-5.50, Synergy_Loewe=-0.552, Synergy_HSA=-4.44.